From a dataset of Experimentally validated miRNA-target interactions with 360,000+ pairs, plus equal number of negative samples. Binary Classification. Given a miRNA mature sequence and a target amino acid sequence, predict their likelihood of interaction. (1) The miRNA is rno-miR-125a-3p with sequence ACAGGUGAGGUUCUUGGGAGCC. Result: 0 (no interaction). The protein sequence of the target gene is MGILEKISEIEKEIARTQKNKATEYHLGLLKAKLAKYRAQLLEPSKSASSKGEGFDVMKSGDARVALIGFPSVGKSTFLSLMTSTASEAASYEFTTLTCIPGVIEYKGANIQLLDLPGIIEGAAQGKGRGRQVIAVARTADVIIMMLDATKGEVQRSLLEKELESVGIRLNKHKPNIYFKPKKGGGISFNSTVTLTQCSEKLVQLILHEYKIFNAEVLFREDCSPDEFIDVIVGNRVYMPCLYVYNKIDQISMEEVDRLARKPNSVVISCGMKLNLDYLLEMLWEYLALTCIYTKKRGQR.... (2) The miRNA is mmu-miR-667-3p with sequence UGACACCUGCCACCCAGCCCAAG. The protein sequence of the target gene is MAVVIRLLGLPFIAGPVDIRHFFTGLTIPDGGVHIIGGEIGEAFIIFATDEDARRAISRSGGFIKDSSVELFLSSKAEMQKTIEMKRTDRVGRGRPGSGTSGVDSLSNFIESVKEEASNSGYGSSINQDAGFHTNGTGHGNLRPRKTRPLKAENPYLFLRGLPYLVNEDDVRVFFSGLCVDGVIFLKHHDGRNNGDAIVKFASCVDASGGLKCHRSFMGSRFIEVMQGSEQQWIEFGGNAVKEGDVLRRSEEHSPPRGINDRHFRKRSHSKSPRRTRSRSPLGFYVHLKNLSLSIDERDL.... Result: 0 (no interaction).